From a dataset of Full USPTO retrosynthesis dataset with 1.9M reactions from patents (1976-2016). Predict the reactants needed to synthesize the given product. (1) Given the product [Cl:21][CH2:20][CH2:19][CH2:18][CH2:17][N:6]1[CH:7]=[C:2]([CH3:1])[C:3](=[O:9])[NH:4][C:5]1=[O:8], predict the reactants needed to synthesize it. The reactants are: [CH3:1][C:2]1[C:3](=[O:9])[NH:4][C:5](=[O:8])[NH:6][CH:7]=1.C([O-])([O-])=O.[K+].[K+].Br[CH2:17][CH2:18][CH2:19][CH2:20][Cl:21].O. (2) Given the product [CH:29]12[O:32][CH:25]([CH2:31][CH2:30]1)[CH2:26][N:27]([C:2]1[N:7]=[C:6]([C:8]3[CH:9]=[C:10]([OH:14])[CH:11]=[CH:12][CH:13]=3)[N:5]=[C:4]3[N:15]([C:18]4[CH:23]=[CH:22][CH:21]=[CH:20][CH:19]=4)[N:16]=[CH:17][C:3]=13)[CH2:28]2, predict the reactants needed to synthesize it. The reactants are: Br[C:2]1[N:7]=[C:6]([C:8]2[CH:9]=[C:10]([OH:14])[CH:11]=[CH:12][CH:13]=2)[N:5]=[C:4]2[N:15]([C:18]3[CH:23]=[CH:22][CH:21]=[CH:20][CH:19]=3)[N:16]=[CH:17][C:3]=12.Cl.[CH:25]12[O:32][CH:29]([CH2:30][CH2:31]1)[CH2:28][NH:27][CH2:26]2.C(N(CC)CC)C. (3) Given the product [CH:1]1([NH:4][C:5]2[N:10]3[N:11]=[CH:12][C:13]([CH:14]=[C:35]4[S:29][C:30](=[S:31])[NH:32][C:33]4=[O:34])=[C:9]3[N:8]=[C:7]([C:16]3[CH:21]=[CH:20][N:19]=[C:18]([F:22])[CH:17]=3)[CH:6]=2)[CH2:2][CH2:3]1, predict the reactants needed to synthesize it. The reactants are: [CH:1]1([NH:4][C:5]2[N:10]3[N:11]=[CH:12][C:13]([CH:14]=O)=[C:9]3[N:8]=[C:7]([C:16]3[CH:21]=[CH:20][N:19]=[C:18]([F:22])[CH:17]=3)[CH:6]=2)[CH2:3][CH2:2]1.N1CCCCC1.[S:29]1[CH2:35][C:33](=[O:34])[NH:32][C:30]1=[S:31]. (4) Given the product [C:14]([O:17][C:18]([NH:1][C@H:2]1[CH2:7][CH2:6][O:5][CH2:4][C@H:3]1[C:8]([O:10][CH2:11][CH3:12])=[O:9])=[O:19])([CH3:16])([CH3:15])[CH3:13], predict the reactants needed to synthesize it. The reactants are: [NH2:1][C@H:2]1[CH2:7][CH2:6][O:5][CH2:4][C@H:3]1[C:8]([O:10][CH2:11][CH3:12])=[O:9].[CH3:13][C:14]([O:17][C:18](O[C:18]([O:17][C:14]([CH3:16])([CH3:15])[CH3:13])=[O:19])=[O:19])([CH3:16])[CH3:15]. (5) Given the product [CH3:3][O:4][C:5]1[CH:6]=[C:7]([C:11]2([C:23]#[N:24])[CH2:12][CH2:13][N:14]([CH:17]3[CH2:22][CH2:21][N:20]([S:38]([C:35]4[CH:36]=[CH:37][C:32]([CH3:42])=[CH:33][CH:34]=4)(=[O:40])=[O:39])[CH2:19][CH2:18]3)[CH2:15][CH2:16]2)[CH:8]=[CH:9][CH:10]=1, predict the reactants needed to synthesize it. The reactants are: Cl.Cl.[CH3:3][O:4][C:5]1[CH:6]=[C:7]([C:11]2([C:23]#[N:24])[CH2:16][CH2:15][N:14]([CH:17]3[CH2:22][CH2:21][NH:20][CH2:19][CH2:18]3)[CH2:13][CH2:12]2)[CH:8]=[CH:9][CH:10]=1.C(N(CC)CC)C.[C:32]1([CH3:42])[CH:37]=[CH:36][C:35]([S:38](Cl)(=[O:40])=[O:39])=[CH:34][CH:33]=1.O.